From a dataset of Catalyst prediction with 721,799 reactions and 888 catalyst types from USPTO. Predict which catalyst facilitates the given reaction. (1) Reactant: C(P(=O)(OCC)OCC)#N.[F:11][C:12]1[CH:13]=[C:14]([C@@H:19]2[NH:23][C@H:22](/[CH:24]=[CH:25]/[C:26]([O:28][CH3:29])=[O:27])[CH2:21][CH2:20]2)[CH:15]=[CH:16][C:17]=1[F:18].[C:30](O)(=[O:34])[CH2:31][CH:32]=[CH2:33].Cl. Product: [C:30]([N:23]1[C@H:19]([C:14]2[CH:15]=[CH:16][C:17]([F:18])=[C:12]([F:11])[CH:13]=2)[CH2:20][CH2:21][C@@H:22]1/[CH:24]=[CH:25]/[C:26]([O:28][CH3:29])=[O:27])(=[O:34])[CH2:31][CH:32]=[CH2:33]. The catalyst class is: 39. (2) Reactant: Cl.Cl.[NH:3]1[CH2:8][CH2:7][CH:6]([N:9]2[C:17]3[C:12](=[N:13][CH:14]=[CH:15][CH:16]=3)[NH:11][C:10]2=[O:18])[CH2:5][CH2:4]1.Cl[C:20]1[CH:25]=[C:24]([O:26][C:27]2[CH:32]=[CH:31][C:30]([CH3:33])=[C:29]([CH3:34])[CH:28]=2)[N:23]=[CH:22][N:21]=1.CCN(C(C)C)C(C)C. Product: [CH3:34][C:29]1[CH:28]=[C:27]([CH:32]=[CH:31][C:30]=1[CH3:33])[O:26][C:24]1[N:23]=[CH:22][N:21]=[C:20]([N:3]2[CH2:4][CH2:5][CH:6]([N:9]3[C:17]4[C:12](=[N:13][CH:14]=[CH:15][CH:16]=4)[NH:11][C:10]3=[O:18])[CH2:7][CH2:8]2)[CH:25]=1. The catalyst class is: 3.